Predict the reactants needed to synthesize the given product. From a dataset of Full USPTO retrosynthesis dataset with 1.9M reactions from patents (1976-2016). (1) Given the product [NH:9]1[CH2:14][CH2:13][O:12][C@@H:11]([C:15]2[CH:16]=[CH:17][C:18]([NH:21][C:22](=[O:24])[CH3:23])=[CH:19][CH:20]=2)[CH2:10]1, predict the reactants needed to synthesize it. The reactants are: C1([C@H]([N:9]2[CH2:14][CH2:13][O:12][C@@H:11]([C:15]3[CH:20]=[CH:19][C:18]([NH:21][C:22](=[O:24])[CH3:23])=[CH:17][CH:16]=3)[CH2:10]2)C)C=CC=CC=1.C([O-])=O.[NH4+].O1CCCC1.CO. (2) Given the product [NH:11]1[C:15]2[CH:16]=[CH:17][CH:18]=[CH:19][C:14]=2[N:13]=[C:12]1[C@H:8]([NH:9][C:10]([NH:32][CH2:31][C:28]1[C:27]([F:33])=[CH:26][C:25]([Br:24])=[CH:30][N:29]=1)=[O:20])[CH2:7][C:6]1[CH:21]=[CH:22][C:3]([O:2][CH3:1])=[CH:4][CH:5]=1, predict the reactants needed to synthesize it. The reactants are: [CH3:1][O:2][C:3]1[CH:22]=[CH:21][C:6]([CH2:7][C@@H:8]2[C:12]3=[N:13][C:14]4[CH:19]=[CH:18][CH:17]=[CH:16][C:15]=4[N:11]3[C:10](=[O:20])[NH:9]2)=[CH:5][CH:4]=1.Cl.[Br:24][C:25]1[CH:26]=[C:27]([F:33])[C:28]([CH2:31][NH2:32])=[N:29][CH:30]=1.C(O)(C(F)(F)F)=O. (3) Given the product [CH2:28]([O:27][C:24]1[CH:25]=[CH:26][C:21]([C:10]2[CH:9]=[C:8]3[C:13]([C:14]([N:15]4[CH2:19][CH2:18][CH2:17][C:16]4=[O:20])=[C:6]([C:4]([OH:5])=[O:3])[N:7]3[CH2:35][C:36]3[CH:41]=[CH:40][CH:39]=[C:38]([N+:42]([O-:44])=[O:43])[CH:37]=3)=[CH:12][CH:11]=2)=[CH:22][CH:23]=1)[C:29]1[CH:30]=[CH:31][CH:32]=[CH:33][CH:34]=1, predict the reactants needed to synthesize it. The reactants are: C([O:3][C:4]([C:6]1[N:7]([CH2:35][C:36]2[CH:41]=[CH:40][CH:39]=[C:38]([N+:42]([O-:44])=[O:43])[CH:37]=2)[C:8]2[C:13]([C:14]=1[N:15]1[CH2:19][CH2:18][CH2:17][C:16]1=[O:20])=[CH:12][CH:11]=[C:10]([C:21]1[CH:26]=[CH:25][C:24]([O:27][CH2:28][C:29]3[CH:34]=[CH:33][CH:32]=[CH:31][CH:30]=3)=[CH:23][CH:22]=1)[CH:9]=2)=[O:5])C. (4) Given the product [O:22]=[S:23]1(=[O:25])[C:10]2[CH:9]=[CH:8][CH:7]=[CH:6][C:5]=2[C:4]([C:11]2[CH:12]=[CH:13][C:14]([C:15]([O:17][CH3:18])=[O:16])=[CH:19][CH:20]=2)=[CH:3][CH2:2]1, predict the reactants needed to synthesize it. The reactants are: S1[C:6]2[CH:7]=[CH:8][CH:9]=[CH:10][C:5]=2[C:4]([C:11]2[CH:20]=[CH:19][C:14]([C:15]([O:17][CH3:18])=[O:16])=[CH:13][CH:12]=2)=[CH:3][CH2:2]1.O[O:22][S:23]([O-:25])=O.[K+].[OH-].[Na+]. (5) The reactants are: [CH3:1][C:2]([CH3:39])([CH3:38])[C:3]([O:5][C:6]1[CH:11]=[CH:10][C:9]([C:12]([C:25]2[CH:30]=[CH:29][C:28]([O:31][C:32](=[O:37])[C:33]([CH3:36])([CH3:35])[CH3:34])=[CH:27][CH:26]=2)=[C:13]([C:18]2[CH:23]=[CH:22][C:21]([OH:24])=[CH:20][CH:19]=2)[CH2:14][CH2:15][CH2:16][CH3:17])=[CH:8][CH:7]=1)=[O:4].C([O-])([O-])=O.[K+].[K+].O.Cl.Cl[CH2:49][CH2:50][N:51]1[CH2:56][CH2:55][CH2:54][CH2:53][CH2:52]1. Given the product [CH3:34][C:33]([CH3:36])([CH3:35])[C:32]([O:31][C:28]1[CH:27]=[CH:26][C:25]([C:12]([C:9]2[CH:8]=[CH:7][C:6]([O:5][C:3](=[O:4])[C:2]([CH3:38])([CH3:1])[CH3:39])=[CH:11][CH:10]=2)=[C:13]([C:18]2[CH:23]=[CH:22][C:21]([O:24][CH2:49][CH2:50][N:51]3[CH2:56][CH2:55][CH2:54][CH2:53][CH2:52]3)=[CH:20][CH:19]=2)[CH2:14][CH2:15][CH2:16][CH3:17])=[CH:30][CH:29]=1)=[O:37], predict the reactants needed to synthesize it. (6) Given the product [CH3:1][NH:2][C:3]1[CH:4]=[C:5]([CH:9]=[CH:10][C:11]=1[OH:12])[C:6]([NH2:16])=[O:7], predict the reactants needed to synthesize it. The reactants are: [CH3:1][NH:2][C:3]1[CH:4]=[C:5]([CH:9]=[CH:10][C:11]=1[OH:12])[C:6](O)=[O:7].COC1N=C(N)C=C(OC)[N:16]=1.